Dataset: Forward reaction prediction with 1.9M reactions from USPTO patents (1976-2016). Task: Predict the product of the given reaction. (1) Given the reactants [C:1]1([C:7]2([C:13]3[CH:18]=[CH:17][CH:16]=[CH:15][CH:14]=3)[CH2:11][CH2:10][NH:9][C:8]2=[O:12])[CH:6]=[CH:5][CH:4]=[CH:3][CH:2]=1.CC(C)([O-])C.[K+].Br[CH2:26][C:27]([O:29][CH2:30][CH3:31])=[O:28], predict the reaction product. The product is: [O:12]=[C:8]1[C:7]([C:1]2[CH:6]=[CH:5][CH:4]=[CH:3][CH:2]=2)([C:13]2[CH:14]=[CH:15][CH:16]=[CH:17][CH:18]=2)[CH2:11][CH2:10][N:9]1[CH2:26][C:27]([O:29][CH2:30][CH3:31])=[O:28]. (2) Given the reactants [NH2:1][C:2]1[CH:3]=[C:4]([S:9]([N:12]([CH3:14])[CH3:13])(=[O:11])=[O:10])[CH:5]=[CH:6][C:7]=1[NH2:8].[F:15][C:16]1[CH:21]=[CH:20][CH:19]=[CH:18][C:17]=1[C:22]1[CH:27]=[CH:26][C:25]([CH:28]=O)=[CH:24][CH:23]=1.Cl[Si](C)(C)C, predict the reaction product. The product is: [F:15][C:16]1[CH:21]=[CH:20][CH:19]=[CH:18][C:17]=1[C:22]1[CH:23]=[CH:24][C:25]([C:28]2[NH:1][C:2]3[CH:3]=[C:4]([S:9]([N:12]([CH3:14])[CH3:13])(=[O:11])=[O:10])[CH:5]=[CH:6][C:7]=3[N:8]=2)=[CH:26][CH:27]=1. (3) Given the reactants C[Si]([N-][Si](C)(C)C)(C)C.[Na+].C1COCC1.Cl[CH2:17][C:18]1[C:19]2[N:20]([N:26]=[C:27]([CH:29]3[CH2:31][CH2:30]3)[CH:28]=2)[C:21]([O:24][CH3:25])=[CH:22][CH:23]=1.[N+:32]1([O-:39])[CH:37]=[CH:36][C:35]([CH3:38])=[CH:34][CH:33]=1.[Cl-].[NH4+].[Cl-].[Na+], predict the reaction product. The product is: [CH:29]1([C:27]2[CH:28]=[C:19]3[C:18]([CH2:17][CH2:38][C:35]4[CH:36]=[CH:37][N+:32]([O-:39])=[CH:33][CH:34]=4)=[CH:23][CH:22]=[C:21]([O:24][CH3:25])[N:20]3[N:26]=2)[CH2:31][CH2:30]1. (4) Given the reactants [CH3:1][CH:2]([CH:4]1[C:9](=[O:10])[NH:8][C:7](=[O:11])[NH:6][C:5]1=[O:12])[CH3:3].[Na].[C:14]([O:18][C:19]([NH:21][OH:22])=[O:20])([CH3:17])([CH3:16])[CH3:15].I([O-])(=O)(=O)=O.[Na+], predict the reaction product. The product is: [C:14]([O:18][C:19]([N:21]([OH:22])[C:4]1([CH:2]([CH3:1])[CH3:3])[C:5](=[O:12])[NH:6][C:7](=[O:11])[NH:8][C:9]1=[O:10])=[O:20])([CH3:17])([CH3:16])[CH3:15].